This data is from Reaction yield outcomes from USPTO patents with 853,638 reactions. The task is: Predict the reaction yield, written as a fraction of the theoretical maximum amount of product (1.0 means a 100% yield; for example, 0.34 means a 34% yield). (1) The reactants are O[Li].O.C[O:5][C:6]([C:8]1[NH:12][C:11]2[CH:13]=[CH:14][C:15]([NH:17][C:18](=[O:25])[C:19]3[CH:24]=[CH:23][CH:22]=[CH:21][CH:20]=3)=[CH:16][C:10]=2[N:9]=1)=[O:7].O. The catalyst is C1COCC1. The product is [C:18]([NH:17][C:15]1[CH:14]=[CH:13][C:11]2[NH:12][C:8]([C:6]([OH:7])=[O:5])=[N:9][C:10]=2[CH:16]=1)(=[O:25])[C:19]1[CH:20]=[CH:21][CH:22]=[CH:23][CH:24]=1. The yield is 0.880. (2) The reactants are [NH2:1][C@H:2]1[CH2:7][CH2:6][N:5]([C:8]([O:10][C:11]([CH3:14])([CH3:13])[CH3:12])=[O:9])[CH2:4][C@H:3]1[O:15][CH3:16].[Br:17][C:18]1[N:19]=[C:20]([C:24](O)=[O:25])[NH:21][C:22]=1[Br:23].CCN=C=NCCCN(C)C.Cl. The catalyst is CN(C1C=CN=CC=1)C. The product is [Br:17][C:18]1[N:19]=[C:20]([C:24]([NH:1][C@H:2]2[CH2:7][CH2:6][N:5]([C:8]([O:10][C:11]([CH3:12])([CH3:13])[CH3:14])=[O:9])[CH2:4][C@H:3]2[O:15][CH3:16])=[O:25])[NH:21][C:22]=1[Br:23]. The yield is 0.720. (3) The reactants are [CH2:1]1[C:4]2([CH2:9][CH2:8][NH:7][CH2:6][CH2:5]2)[CH2:3][N:2]1[C:10]([O:12][C:13]([CH3:16])([CH3:15])[CH3:14])=[O:11].C(N(CC)CC)C.[C:24](=O)([O:33]N1C(=O)CCC1=O)[O:25][CH2:26][C:27]1[CH:32]=[CH:31][CH:30]=[CH:29][CH:28]=1. The catalyst is ClCCl. The product is [CH2:1]1[C:4]2([CH2:5][CH2:6][N:7]([C:24]([O:25][CH2:26][C:27]3[CH:32]=[CH:31][CH:30]=[CH:29][CH:28]=3)=[O:33])[CH2:8][CH2:9]2)[CH2:3][N:2]1[C:10]([O:12][C:13]([CH3:16])([CH3:15])[CH3:14])=[O:11]. The yield is 1.00.